This data is from Reaction yield outcomes from USPTO patents with 853,638 reactions. The task is: Predict the reaction yield, written as a fraction of the theoretical maximum amount of product (1.0 means a 100% yield; for example, 0.34 means a 34% yield). (1) The reactants are [Cl:1][C:2]1[CH:7]=[CH:6][C:5]([C:8]2[N:9]=[C:10]([C:18]([O:20]C)=[O:19])[C:11]3[C:16]([CH3:17])=[CH:15][NH:14][C:12]=3[N:13]=2)=[C:4]([F:22])[C:3]=1[O:23][CH3:24].[OH-].[Na+].O1CCCC1. The catalyst is O. The product is [C:18]([C:10]1[C:11]2[C:16]([CH3:17])=[CH:15][NH:14][C:12]=2[N:13]=[C:8]([C:5]2[CH:6]=[CH:7][C:2]([Cl:1])=[C:3]([O:23][CH3:24])[C:4]=2[F:22])[N:9]=1)([OH:20])=[O:19]. The yield is 0.350. (2) The reactants are [CH3:1][NH:2][C:3]([C:5]1[C:13]2[C:8](=[CH:9][CH:10]=[C:11]([C:14]([O:16]C)=[O:15])[CH:12]=2)[NH:7][N:6]=1)=[O:4].O.[OH-].[Li+]. The catalyst is CO.O. The product is [CH3:1][NH:2][C:3]([C:5]1[C:13]2[C:8](=[CH:9][CH:10]=[C:11]([C:14]([OH:16])=[O:15])[CH:12]=2)[NH:7][N:6]=1)=[O:4]. The yield is 0.940. (3) The reactants are Cl[C:2]1[C:3]2[N:11]=[C:10]([C:12]3[CH:17]=[CH:16][C:15]([O:18][CH3:19])=[C:14]([CH3:20])[CH:13]=3)[CH:9]=[CH:8][C:4]=2[N:5]=[CH:6][N:7]=1.[NH:21]1[CH2:26][CH2:25][NH:24][CH2:23][CH2:22]1. The catalyst is C(O)(C)C. The product is [N:21]1([C:2]2[C:3]3[N:11]=[C:10]([C:12]4[CH:17]=[CH:16][C:15]([O:18][CH3:19])=[C:14]([CH3:20])[CH:13]=4)[CH:9]=[CH:8][C:4]=3[N:5]=[CH:6][N:7]=2)[CH2:26][CH2:25][NH:24][CH2:23][CH2:22]1. The yield is 0.780. (4) The reactants are C[O:2][C:3]([C:5]1[CH:19]=[CH:18][C:8]2[NH:9][C:10]([C:12]3[CH:17]=[CH:16][CH:15]=[CH:14][CH:13]=3)=[N:11][C:7]=2[CH:6]=1)=O.[H-].[H-].[H-].[H-].[Li+].[Al+3].O.[OH-].[Na+]. The catalyst is C1COCC1. The product is [C:12]1([C:10]2[NH:9][C:8]3[CH:18]=[CH:19][C:5]([CH2:3][OH:2])=[CH:6][C:7]=3[N:11]=2)[CH:17]=[CH:16][CH:15]=[CH:14][CH:13]=1. The yield is 0.748. (5) The reactants are [C:1]1([C:7]2[N:11]=[C:10]([N:12]3[CH2:17][CH2:16][NH:15][CH2:14][CH2:13]3)[S:9][N:8]=2)[CH:6]=[CH:5][CH:4]=[CH:3][CH:2]=1.C(N(CC)CC)C.[CH3:25][O:26][C:27](=[O:37])[C:28]1[CH:33]=[CH:32][CH:31]=[C:30]([N:34]=[C:35]=[O:36])[CH:29]=1. The catalyst is O1CCCC1. The product is [C:1]1([C:7]2[N:11]=[C:10]([N:12]3[CH2:17][CH2:16][N:15]([C:35]([NH:34][C:30]4[CH:29]=[C:28]([CH:33]=[CH:32][CH:31]=4)[C:27]([O:26][CH3:25])=[O:37])=[O:36])[CH2:14][CH2:13]3)[S:9][N:8]=2)[CH:2]=[CH:3][CH:4]=[CH:5][CH:6]=1. The yield is 0.297. (6) The reactants are [NH2:1][C:2]1[C:7]([O:8][C:9]2[CH:14]=[CH:13][C:12]([F:15])=[CH:11][C:10]=2[F:16])=[CH:6][C:5]([S:17][C:18]2[CH:23]=[CH:22][CH:21]=[CH:20][N:19]=2)=[CH:4][N:3]=1.Cl[C:25]1[CH:32]=[CH:31][C:28]([C:29]#[N:30])=[CH:27][N:26]=1.C(=O)([O-])[O-].[Cs+].[Cs+].C1(P(C2C=CC=CC=2)C2C3OC4C(=CC=CC=4P(C4C=CC=CC=4)C4C=CC=CC=4)C(C)(C)C=3C=CC=2)C=CC=CC=1.O.[Cl-].[NH4+]. The catalyst is O1CCOCC1.C(OCC)(=O)C. The product is [F:16][C:10]1[CH:11]=[C:12]([F:15])[CH:13]=[CH:14][C:9]=1[O:8][C:7]1[C:2]([NH:1][C:25]2[CH:32]=[CH:31][C:28]([C:29]#[N:30])=[CH:27][N:26]=2)=[N:3][CH:4]=[C:5]([S:17][C:18]2[CH:23]=[CH:22][CH:21]=[CH:20][N:19]=2)[CH:6]=1. The yield is 0.590. (7) The reactants are [H-].[Na+].[Br:3][C:4]1[CH:5]=[C:6]2[C:12]([I:13])=[N:11][NH:10][C:7]2=[N:8][CH:9]=1.[CH3:14][Si:15]([CH3:22])([CH3:21])[CH2:16][CH2:17][O:18][CH2:19]Cl. The catalyst is CN(C=O)C. The product is [Br:3][C:4]1[CH:5]=[C:6]2[C:12]([I:13])=[N:11][N:10]([CH2:19][O:18][CH2:17][CH2:16][Si:15]([CH3:22])([CH3:21])[CH3:14])[C:7]2=[N:8][CH:9]=1. The yield is 0.890. (8) The reactants are [CH3:1][NH2:2].O.Br[CH2:5][C:6]1[CH:15]=[CH:14][C:13]2[C:8](=[CH:9][CH:10]=[CH:11][CH:12]=2)[CH:7]=1. The catalyst is C1COCC1. The product is [CH3:1][NH:2][CH2:5][C:6]1[CH:15]=[CH:14][C:13]2[C:8](=[CH:9][CH:10]=[CH:11][CH:12]=2)[CH:7]=1. The yield is 0.540.